Dataset: Forward reaction prediction with 1.9M reactions from USPTO patents (1976-2016). Task: Predict the product of the given reaction. (1) Given the reactants Cl[C:2]1[N:3]=[C:4]([N:24]2[CH2:29][CH2:28][O:27][CH2:26][CH2:25]2)[C:5]2[S:10][C:9]([C:11]3[CH:12]=[C:13]([NH:17][C:18](=[O:23])[CH2:19][N:20]([CH3:22])[CH3:21])[CH:14]=[CH:15][CH:16]=3)=[CH:8][C:6]=2[N:7]=1.CC1(C)C(C)(C)OB([C:38]2[CH:46]=[CH:45][CH:44]=[C:43]3[C:39]=2[CH:40]=[N:41][NH:42]3)O1, predict the reaction product. The product is: [NH:42]1[C:43]2[C:39](=[C:38]([C:2]3[N:3]=[C:4]([N:24]4[CH2:29][CH2:28][O:27][CH2:26][CH2:25]4)[C:5]4[S:10][C:9]([C:11]5[CH:12]=[C:13]([NH:17][C:18](=[O:23])[CH2:19][N:20]([CH3:22])[CH3:21])[CH:14]=[CH:15][CH:16]=5)=[CH:8][C:6]=4[N:7]=3)[CH:46]=[CH:45][CH:44]=2)[CH:40]=[N:41]1. (2) Given the reactants [CH:1]1([SH:6])[CH2:5][CH2:4][CH2:3][CH2:2]1.[OH-].[K+].Br[C:10]([CH3:17])([CH3:16])[C:11]([O:13][CH2:14][CH3:15])=[O:12], predict the reaction product. The product is: [CH2:14]([O:13][C:11](=[O:12])[C:10]([S:6][CH:1]1[CH2:5][CH2:4][CH2:3][CH2:2]1)([CH3:17])[CH3:16])[CH3:15]. (3) The product is: [C:23]([O:22][C:20]([NH:19][C@@:13]12[CH2:14][C@@H:15]([CH3:18])[C@@H:16]1[CH2:17][NH:11][CH2:12]2)=[O:21])([CH3:26])([CH3:24])[CH3:25]. Given the reactants C(OC([N:11]1[CH2:17][C@@H:16]2[C@@:13]([NH:19][C:20]([O:22][C:23]([CH3:26])([CH3:25])[CH3:24])=[O:21])([CH2:14][C@H:15]2[CH3:18])[CH2:12]1)=O)C1C=CC=CC=1.[H][H], predict the reaction product. (4) Given the reactants Br[C:2]1[CH:7]=[CH:6][C:5]([C:8]2[NH:20][C:11]3=[C:12]4[C:17](=[CH:18][CH:19]=[C:10]3[CH:9]=2)[CH:16]=[N:15][CH:14]=[CH:13]4)=[CH:4][CH:3]=1.C1(P(C2CCCCC2)C2C=CC=CC=2C2C=CC=CC=2)CCCCC1.[CH3:46][N:47]1[CH2:52][CH2:51][NH:50][CH2:49][CH2:48]1.CC(C)([O-])C.[Na+], predict the reaction product. The product is: [CH3:46][N:47]1[CH2:52][CH2:51][N:50]([C:2]2[CH:7]=[CH:6][C:5]([C:8]3[NH:20][C:11]4=[C:12]5[C:17](=[CH:18][CH:19]=[C:10]4[CH:9]=3)[CH:16]=[N:15][CH:14]=[CH:13]5)=[CH:4][CH:3]=2)[CH2:49][CH2:48]1. (5) Given the reactants [CH3:1][C:2]1[CH:3]=[C:4]([CH2:9][C:10]([NH:13]C=O)([CH3:12])[CH3:11])[CH:5]=[C:6]([CH3:8])[CH:7]=1.Cl, predict the reaction product. The product is: [CH3:1][C:2]1[CH:3]=[C:4]([CH2:9][C:10]([NH2:13])([CH3:11])[CH3:12])[CH:5]=[C:6]([CH3:8])[CH:7]=1. (6) Given the reactants [C:1](Cl)(=[O:5])[C:2](Cl)=[O:3].CN(C=O)C.[C:12]1([CH3:18])[CH:17]=[CH:16][CH:15]=[CH:14][CH:13]=1, predict the reaction product. The product is: [O:3]=[C:2]([CH2:18][C:12]1[CH:17]=[CH:16][CH:15]=[CH:14][CH:13]=1)[CH:1]=[O:5].